From a dataset of Experimentally validated miRNA-target interactions with 360,000+ pairs, plus equal number of negative samples. Binary Classification. Given a miRNA mature sequence and a target amino acid sequence, predict their likelihood of interaction. (1) The miRNA is hsa-miR-195-3p with sequence CCAAUAUUGGCUGUGCUGCUCC. The protein sequence of the target gene is MGKKLVMAQKRGETRALCLGVAMVVCAAITYYVLGTTVLPLYQKSVWTQESICHLIETNIKDQEELEGKKVPQYPCLWVNVSAVGRWAMLYHTEDTRDQNQQCSYIPRNLDNYQTALADVKKVRANFYKHHEFYCLSAPQVNETSVVYQRLYGPQVLLFSFFWPTFLLTGGLLLIAMVKLNRSLSILAAQK. Result: 0 (no interaction). (2) The miRNA is mmu-miR-449a-3p with sequence CAGCUAACAUGCGACUGCUCUC. The protein sequence of the target gene is MAQSRVLLLLLLLPPQLHLGPVLAVRAPGFGRSGGHSLSPEENEFAEEEPVLVLSPEEPGPGPAAVSCPRDCACSQEGVVDCGGIDLREFPGDLPEHTNHLSLQNNQLEKIYPEELSRLHRLETLNLQNNRLTSRGLPEKAFEHLTNLNYLYLANNKLTLAPRFLPNALISVDFAANYLTKIYGLTFGQKPNLRSVYLHNNKLADAGLPDNMFNGSSNVEVLILSSNFLRHVPKHLPPALYKLHLKNNKLEKIPPGAFSELSSLRELYLQNNYLTDEGLDNETFWKLSSLEYLDLSSNNL.... Result: 0 (no interaction). (3) The miRNA is mmu-miR-30c-1-3p with sequence CUGGGAGAGGGUUGUUUACUCC. The protein sequence of the target gene is MAASEVAGVVANAPSPPESSSLCASKSDEGLPDGLSTKDSAQKQKNSPLLSVSSQTITKENNRNVHLEHSEQNPGSSAGDTSAAHQVVLGENLIATALCLSGSGSQSDLKDVASTAGEEGDTSLRESLHPVTRSLKAGCHTKQLASRNCSEEKSPQTSILKEGNRDTSLDFRPVVSPANGVEGVRVDQDDDQDSSSLKLSQNIAVQTDFKTADSEVNTDQDIEKNLDKMMTERTLLKERYQEVLDKQRQVENQLQVQLKQLQQRREEEMKNHQEILKAIQDVTIKREETKKKIEKEKKEF.... Result: 0 (no interaction). (4) The miRNA is hsa-miR-130b-3p with sequence CAGUGCAAUGAUGAAAGGGCAU. The protein sequence of the target gene is MPILLFLIDTSASMNQRSHLGTTYLDTAKGAVETFMKLRARDPASRGDRYMLVTFEEPPYAIKAGWKENHATFMNELKNLQAEGLTTLGQSLRTAFDLLNLNRLVTGIDNYGQGRNPFFLEPAIIITITDGSKLTTTSGVQDELHLPLNSPLPGSELTKEPFRWDQRLFALVLRLPGTMSVESEQLTGVPLDDSAITPMCEVTGGRSYSVCSPRMLNQCLESLVQKVQSGVVINFEKAGPDPSPVEDGQPDISRPFGSQPWHSCHKLIYVRPNPKTGVPIGHWPVPESFWPDQNSPTLPP.... Result: 0 (no interaction). (5) The protein sequence of the target gene is MEKFGMNFGGGPSKKDLLETIETQKKQLLQYQARLKDVVRAYKSLLKEKEALEASIKVLSVSHEADVGLAGVQLPGLTFPDSVDDRCSTHSEDSTGTATSLDTAASLTSTKGEFGVEDDRPARGPPPPKSEEASWSESGVSSSSGDGPFAGGEVDKRLHQLKTQLATLTSSLATVTQEKSRMEASYLADKKKMKQDLEDASNKAEEERARLEGELKGLQEQIAETKARLITQQHDRAQEQSDHALMLRELQKLLQEERTQRQDLELRLEETREALAGRAYAAEQMEGFELQTKQLTREVE.... Result: 0 (no interaction). The miRNA is hsa-miR-4506 with sequence AAAUGGGUGGUCUGAGGCAA.